From a dataset of Catalyst prediction with 721,799 reactions and 888 catalyst types from USPTO. Predict which catalyst facilitates the given reaction. (1) Reactant: [CH3:1][NH:2]N.[F:4][C:5]1[CH:6]=[C:7]([C:11](=[NH:14])OC)[CH:8]=[CH:9][CH:10]=1.[CH2:15]([O:17][CH:18]([O:23][CH2:24][CH3:25])[C:19](=[NH:22])OC)[CH3:16].C(O)(=O)C. Product: [CH2:15]([O:17][CH:18]([O:23][CH2:24][CH3:25])[C:19]1[N:2]([CH3:1])[N:14]=[C:11]([C:7]2[CH:8]=[CH:9][CH:10]=[C:5]([F:4])[CH:6]=2)[N:22]=1)[CH3:16]. The catalyst class is: 76. (2) Reactant: [OH:1][C:2]([CH3:55])([CH3:54])[C@@H:3]([NH:10][C:11]([NH:13][C:14]1[CH:23]=[C:22]2[N:24](C(C3C=CC=CC=3)(C3C=CC=CC=3)C3C=CC=CC=3)[N:25]=[C:20]3[C:21]2=[C:16]([CH2:17][CH2:18][N:19]3CC2C=CC(OC)=CC=2)[N:15]=1)=[O:12])[C:4]1[CH:9]=[CH:8][CH:7]=[CH:6][CH:5]=1.C([SiH](CC)CC)C. Product: [OH:1][C:2]([CH3:55])([CH3:54])[C@@H:3]([NH:10][C:11]([NH:13][C:14]1[CH:23]=[C:22]2[NH:24][N:25]=[C:20]3[C:21]2=[C:16]([CH2:17][CH2:18][NH:19]3)[N:15]=1)=[O:12])[C:4]1[CH:9]=[CH:8][CH:7]=[CH:6][CH:5]=1. The catalyst class is: 67. (3) Reactant: [CH3:1][CH:2]1[CH:7]([CH3:8])[CH2:6][CH2:5][CH2:4][CH:3]1[NH2:9].[CH2:10]1[CH2:16][S:13](=[O:15])(=[O:14])[O:12][CH2:11]1. Product: [CH3:1][CH:2]1[CH:7]([CH3:8])[CH2:6][CH2:5][CH2:4][CH:3]1[NH:9][CH2:11][CH2:10][CH2:16][S:13]([OH:15])(=[O:14])=[O:12]. The catalyst class is: 7. (4) Reactant: [CH3:1][C:2]1[N:3]=[C:4]([NH2:7])[S:5][CH:6]=1.Cl[C:9]1[CH:14]=[C:13]([O:15][C:16]2[C:21]([CH3:22])=[CH:20][CH:19]=[CH:18][C:17]=2[CH3:23])[CH:12]=[CH:11][N:10]=1.P([O-])([O-])([O-])=O.[K+].[K+].[K+].C1(P(C2C=CC=CC=2)C2C3OC4C(=CC=CC=4P(C4C=CC=CC=4)C4C=CC=CC=4)C(C)(C)C=3C=CC=2)C=CC=CC=1. Product: [CH3:23][C:17]1[CH:18]=[CH:19][CH:20]=[C:21]([CH3:22])[C:16]=1[O:15][C:13]1[CH:12]=[CH:11][N:10]=[C:9]([NH:7][C:4]2[S:5][CH:6]=[C:2]([CH3:1])[N:3]=2)[CH:14]=1. The catalyst class is: 110. (5) Reactant: S(Cl)([Cl:3])=O.[F:5][C:6]1[N:11]=[C:10]([C:12]2[CH:17]=[CH:16][C:15]([CH2:18]O)=[CH:14][CH:13]=2)[CH:9]=[CH:8][CH:7]=1.CN(C=O)C.C([O-])([O-])=O.[Na+].[Na+]. Product: [Cl:3][CH2:18][C:15]1[CH:16]=[CH:17][C:12]([C:10]2[CH:9]=[CH:8][CH:7]=[C:6]([F:5])[N:11]=2)=[CH:13][CH:14]=1. The catalyst class is: 25.